From a dataset of Forward reaction prediction with 1.9M reactions from USPTO patents (1976-2016). Predict the product of the given reaction. (1) Given the reactants [N:1]1([C:10]2[CH:15]=[CH:14][C:13]([CH2:16][C:17]([OH:19])=O)=[CH:12][CH:11]=2)[C:5]2[CH:6]=[CH:7][CH:8]=[CH:9][C:4]=2[N:3]=[CH:2]1.[CH3:20][N:21]([CH3:37])[CH2:22][CH2:23][N:24]([CH3:36])[C:25]1[CH:30]=[CH:29][C:28]([NH2:31])=[CH:27][C:26]=1[C:32]([F:35])([F:34])[F:33], predict the reaction product. The product is: [N:1]1([C:10]2[CH:11]=[CH:12][C:13]([CH2:16][C:17]([NH:31][C:28]3[CH:29]=[CH:30][C:25]([N:24]([CH2:23][CH2:22][N:21]([CH3:37])[CH3:20])[CH3:36])=[C:26]([C:32]([F:33])([F:34])[F:35])[CH:27]=3)=[O:19])=[CH:14][CH:15]=2)[C:5]2[CH:6]=[CH:7][CH:8]=[CH:9][C:4]=2[N:3]=[CH:2]1. (2) Given the reactants [C:1]([NH:4][C:5]1[CH:6]=[C:7]([NH:11][C:12]2[N:17]=[C:16]([NH:18][CH2:19][CH:20]3[CH2:25][CH2:24][N:23](C(OC(C)(C)C)=O)[CH2:22][CH2:21]3)[C:15]([C:33](=[O:35])[NH2:34])=[CH:14][N:13]=2)[CH:8]=[CH:9][CH:10]=1)(=[O:3])[CH3:2], predict the reaction product. The product is: [C:1]([NH:4][C:5]1[CH:6]=[C:7]([NH:11][C:12]2[N:17]=[C:16]([NH:18][CH2:19][CH:20]3[CH2:21][CH2:22][NH:23][CH2:24][CH2:25]3)[C:15]([C:33]([NH2:34])=[O:35])=[CH:14][N:13]=2)[CH:8]=[CH:9][CH:10]=1)(=[O:3])[CH3:2]. (3) The product is: [CH3:1][C:2]1[N:3]=[C:4]([NH:7][C:8]2[N:9]=[CH:10][C:11](/[CH:12]=[CH:26]/[C:25]([O:24][CH3:23])=[O:46])=[CH:14][C:15]=2[O:16][C:17]2[CH:22]=[CH:21][CH:20]=[CH:19][CH:18]=2)[S:5][CH:6]=1. Given the reactants [CH3:1][C:2]1[N:3]=[C:4]([NH:7][C:8]2[C:15]([O:16][C:17]3[CH:22]=[CH:21][CH:20]=[CH:19][CH:18]=3)=[CH:14][C:11]([CH:12]=O)=[CH:10][N:9]=2)[S:5][CH:6]=1.[CH3:23][O:24][C:25](=[O:46])[CH:26]=P(C1C=CC=CC=1)(C1C=CC=CC=1)C1C=CC=CC=1, predict the reaction product. (4) Given the reactants Br[C:2]1[CH:3]=[C:4]2[C:9](=[CH:10][CH:11]=1)[N:8]=[CH:7][C:6]([C:12]([CH:14]1[CH2:16][CH2:15]1)=[O:13])=[C:5]2[NH:17][C:18]1[CH:19]=[CH:20][C:21]([N:24]2[CH2:28][CH2:27][CH:26]([N:29]([CH3:37])[C:30](=[O:36])[O:31][C:32]([CH3:35])([CH3:34])[CH3:33])[CH2:25]2)=[N:22][CH:23]=1.[Cl:38][C:39]1[CH:44]=[C:43](B2OC(C)(C)C(C)(C)O2)[CH:42]=[C:41]([Cl:54])[C:40]=1[OH:55], predict the reaction product. The product is: [CH:14]1([C:12]([C:6]2[CH:7]=[N:8][C:9]3[C:4]([C:5]=2[NH:17][C:18]2[CH:19]=[CH:20][C:21]([N:24]4[CH2:28][CH2:27][CH:26]([N:29]([CH3:37])[C:30](=[O:36])[O:31][C:32]([CH3:33])([CH3:34])[CH3:35])[CH2:25]4)=[N:22][CH:23]=2)=[CH:3][C:2]([C:43]2[CH:44]=[C:39]([Cl:38])[C:40]([OH:55])=[C:41]([Cl:54])[CH:42]=2)=[CH:11][CH:10]=3)=[O:13])[CH2:16][CH2:15]1. (5) Given the reactants C(=O)(O)[O-].[Na+].[CH3:6][NH:7][CH2:8][C:9]([O:11][CH2:12][CH3:13])=[O:10].Cl[C:15]([O:17][CH2:18][C:19]1[CH:24]=[CH:23][CH:22]=[CH:21][CH:20]=1)=[O:16], predict the reaction product. The product is: [CH2:18]([O:17][C:15]([N:7]([CH3:6])[CH2:8][C:9]([O:11][CH2:12][CH3:13])=[O:10])=[O:16])[C:19]1[CH:24]=[CH:23][CH:22]=[CH:21][CH:20]=1.